This data is from Forward reaction prediction with 1.9M reactions from USPTO patents (1976-2016). The task is: Predict the product of the given reaction. (1) Given the reactants [CH3:1][C:2]1[N:6]2[CH:7]=[CH:8][C:9]([CH3:11])=[CH:10][C:5]2=[N:4][C:3]=1[CH:12]1[CH2:14][CH:13]1[C:15]([OH:17])=O.C(Cl)(=O)[C:19]([Cl:21])=O.[Si](C=[N+]=[N-])(C)(C)C.Cl.O1CCOCC1, predict the reaction product. The product is: [Cl:21][CH2:19][C:15]([CH:13]1[CH2:14][CH:12]1[C:3]1[N:4]=[C:5]2[CH:10]=[C:9]([CH3:11])[CH:8]=[CH:7][N:6]2[C:2]=1[CH3:1])=[O:17]. (2) Given the reactants [CH3:1][C:2]1[S:6][C:5]([NH:7][S:8]([C:11]2[CH:16]=[CH:15][C:14]([N+:17]([O-])=O)=[CH:13][CH:12]=2)(=[O:10])=[O:9])=[N:4][N:3]=1.O, predict the reaction product. The product is: [NH2:17][C:14]1[CH:15]=[CH:16][C:11]([S:8]([NH:7][C:5]2[S:6][C:2]([CH3:1])=[N:3][N:4]=2)(=[O:10])=[O:9])=[CH:12][CH:13]=1. (3) Given the reactants Cl[C:2]1[C:11]2[CH2:10][CH2:9][CH2:8][CH2:7][C:6]=2[N:5]=[C:4]([NH2:12])[N:3]=1.[CH2:13]([NH2:17])[CH2:14][CH2:15][CH3:16], predict the reaction product. The product is: [NH2:12][C:4]1[N:3]=[C:2]([NH:17][CH2:13][CH2:14][CH2:15][CH3:16])[C:11]2[CH2:10][CH2:9][CH2:8][CH2:7][C:6]=2[N:5]=1.